Predict which catalyst facilitates the given reaction. From a dataset of Catalyst prediction with 721,799 reactions and 888 catalyst types from USPTO. (1) Reactant: [C:1](Cl)(=[O:5])[CH:2]([CH3:4])[CH3:3].[F:7][C:8]([F:21])([F:20])[C:9]([NH:11][CH2:12][CH2:13][C:14]1[CH:19]=[CH:18][CH:17]=[CH:16][CH:15]=1)=[O:10].[Cl-].[Al+3].[Cl-].[Cl-]. Product: [F:7][C:8]([F:20])([F:21])[C:9]([NH:11][CH2:12][CH2:13][C:14]1[CH:19]=[CH:18][C:17]([C:1](=[O:5])[CH:2]([CH3:4])[CH3:3])=[CH:16][CH:15]=1)=[O:10]. The catalyst class is: 2. (2) Reactant: [C:1]([C@@H:3]([N:11]([CH3:19])[C:12](=[O:18])[O:13][C:14]([CH3:17])([CH3:16])[CH3:15])[CH2:4][C@H:5]1[CH2:10][CH2:9][CH2:8][O:7][CH2:6]1)#[N:2].CO.C(Cl)Cl.[O-][Mn](=O)(=O)=O.[K+]. Product: [NH2:2][CH2:1][C@@H:3]([N:11]([CH3:19])[C:12](=[O:18])[O:13][C:14]([CH3:15])([CH3:17])[CH3:16])[CH2:4][C@H:5]1[CH2:10][CH2:9][CH2:8][O:7][CH2:6]1. The catalyst class is: 834. (3) The catalyst class is: 309. Reactant: [Cl:1][C:2]1[CH:19]=[C:18]([F:20])[C:17]([N:21]2[C:26](=[O:27])[CH:25]=[C:24]([C:28]([F:31])([F:30])[F:29])[N:23]([CH3:32])[C:22]2=[O:33])=[CH:16][C:3]=1[O:4][C:5]1[CH:15]=[CH:14][CH:13]=[CH:12][C:6]=1[O:7][CH2:8][C:9]([OH:11])=[O:10].O1C[CH2:37][CH2:36][CH2:35]1. Product: [Cl:1][C:2]1[CH:19]=[C:18]([F:20])[C:17]([N:21]2[C:26](=[O:27])[CH:25]=[C:24]([C:28]([F:29])([F:30])[F:31])[N:23]([CH3:32])[C:22]2=[O:33])=[CH:16][C:3]=1[O:4][C:5]1[CH:15]=[CH:14][CH:13]=[CH:12][C:6]=1[O:7][CH2:8][C:9]([O:11][CH2:37][CH:36]=[CH2:35])=[O:10]. (4) Reactant: [Cl:1][C:2]1[CH:3]=[C:4]([S:8]([N:11]2[C:15]([C:16]3[CH:21]=[CH:20][CH:19]=[CH:18][CH:17]=3)=[C:14]([CH3:22])[C:13]([CH:23]=O)=[CH:12]2)(=[O:10])=[O:9])[CH:5]=[CH:6][CH:7]=1.[Cl-].C[NH3+].[C:28]([BH3-])#[N:29].[Na+]. Product: [ClH:1].[Cl:1][C:2]1[CH:3]=[C:4]([S:8]([N:11]2[C:15]([C:16]3[CH:21]=[CH:20][CH:19]=[CH:18][CH:17]=3)=[C:14]([CH3:22])[C:13]([CH2:23][NH:29][CH3:28])=[CH:12]2)(=[O:10])=[O:9])[CH:5]=[CH:6][CH:7]=1. The catalyst class is: 5. (5) Product: [N:1]1([C:5]2[O:6][C@H:7]3[CH2:13][C@H:12]([CH2:14][F:15])[C@@H:11]([OH:16])[C@H:10]([OH:24])[C@H:8]3[N:9]=2)[CH2:4][CH2:3][CH2:2]1. The catalyst class is: 2. Reactant: [N:1]1([C:5]2[O:6][C@H:7]3[CH2:13][C@H:12]([CH2:14][F:15])[C@@H:11]([O:16]CC4C=CC=CC=4)[C@H:10]([O:24]CC4C=CC=CC=4)[C@H:8]3[N:9]=2)[CH2:4][CH2:3][CH2:2]1.B(Cl)(Cl)Cl.CO.C(Cl)Cl. (6) Reactant: [Cl:1][C:2]1[CH:7]=[CH:6][C:5]([C:8]([C:10]2[N:14]3[N:15]=[C:16]([Cl:26])[CH:17]=[C:18]([CH2:19][N:20]4[CH2:25][CH2:24][O:23][CH2:22][CH2:21]4)[C:13]3=[N:12][C:11]=2[CH3:27])=[O:9])=[C:4]([F:28])[CH:3]=1.[BH4-].[Na+]. Product: [Cl:1][C:2]1[CH:7]=[CH:6][C:5]([CH:8]([C:10]2[N:14]3[N:15]=[C:16]([Cl:26])[CH:17]=[C:18]([CH2:19][N:20]4[CH2:21][CH2:22][O:23][CH2:24][CH2:25]4)[C:13]3=[N:12][C:11]=2[CH3:27])[OH:9])=[C:4]([F:28])[CH:3]=1. The catalyst class is: 5. (7) Reactant: [OH:1][C@@H:2]([C@H:4]1[C:7](=[O:8])[N:6]([C:9](=[P:23]([C:36]2[CH:41]=[CH:40][CH:39]=[CH:38][CH:37]=2)([C:30]2[CH:35]=[CH:34][CH:33]=[CH:32][CH:31]=2)[C:24]2[CH:29]=[CH:28][CH:27]=[CH:26][CH:25]=2)[C:10]([O:12][CH2:13][C:14]2[CH:19]=[CH:18][C:17]([N+:20]([O-:22])=[O:21])=[CH:16][CH:15]=2)=[O:11])[C@@H:5]1[CH2:42][C:43]([C:45]1[CH:50]=[CH:49][C:48]([C:51]([NH:53][CH3:54])=[O:52])=[CH:47][CH:46]=1)=[O:44])[CH3:3].C/C(/O[Si:58]([CH3:61])([CH3:60])[CH3:59])=N\[Si:58]([CH3:61])([CH3:60])[CH3:59].C(C1C(O)=C(C(C)(C)C)C=C(C)C=1)(C)(C)C. Product: [CH3:54][NH:53][C:51]([C:48]1[CH:49]=[CH:50][C:45]([C:43](=[O:44])[CH2:42][C@@H:5]2[C@@H:4]([C@H:2]([O:1][Si:58]([CH3:61])([CH3:60])[CH3:59])[CH3:3])[C:7](=[O:8])[N:6]2[C:9](=[P:23]([C:36]2[CH:37]=[CH:38][CH:39]=[CH:40][CH:41]=2)([C:24]2[CH:29]=[CH:28][CH:27]=[CH:26][CH:25]=2)[C:30]2[CH:35]=[CH:34][CH:33]=[CH:32][CH:31]=2)[C:10]([O:12][CH2:13][C:14]2[CH:15]=[CH:16][C:17]([N+:20]([O-:22])=[O:21])=[CH:18][CH:19]=2)=[O:11])=[CH:46][CH:47]=1)=[O:52]. The catalyst class is: 1.